Dataset: Catalyst prediction with 721,799 reactions and 888 catalyst types from USPTO. Task: Predict which catalyst facilitates the given reaction. (1) Reactant: [CH3:1][O:2][C:3](=[O:19])[CH2:4][O:5][C:6]1[CH:11]=[CH:10][C:9]([NH:12][C:13]([O:15][CH2:16][CH2:17][OH:18])=[O:14])=[CH:8][CH:7]=1.[CH3:20][O:21][C:22](=[O:34])[CH2:23][O:24][C:25]1[CH:30]=[CH:29][C:28]([N:31]=[C:32]=[O:33])=[CH:27][CH:26]=1. Product: [CH3:1][O:2][C:3](=[O:19])[CH2:4][O:5][C:6]1[CH:7]=[CH:8][C:9]([NH:12][C:13]([O:15][CH2:16][CH2:17][O:18][C:32](=[O:33])[NH:31][C:28]2[CH:27]=[CH:26][C:25]([O:24][CH2:23][C:22]([O:21][CH3:20])=[O:34])=[CH:30][CH:29]=2)=[O:14])=[CH:10][CH:11]=1. The catalyst class is: 11. (2) Reactant: Cl[C:2]1[C:12]([C:13]#[N:14])=[CH:11][C:5]([C:6]([O:8][CH2:9][CH3:10])=[O:7])=[C:4]([CH2:15][Cl:16])[N:3]=1.[CH2:17]([S:24]([NH:27][C:28]([CH:30]1[CH2:35][CH2:34][NH:33][CH2:32][CH2:31]1)=[O:29])(=[O:26])=[O:25])[C:18]1[CH:23]=[CH:22][CH:21]=[CH:20][CH:19]=1. Product: [CH2:17]([S:24]([NH:27][C:28]([CH:30]1[CH2:35][CH2:34][N:33]([C:2]2[C:12]([C:13]#[N:14])=[CH:11][C:5]([C:6]([O:8][CH2:9][CH3:10])=[O:7])=[C:4]([CH2:15][Cl:16])[N:3]=2)[CH2:32][CH2:31]1)=[O:29])(=[O:25])=[O:26])[C:18]1[CH:19]=[CH:20][CH:21]=[CH:22][CH:23]=1. The catalyst class is: 14. (3) Reactant: C([Li])CCCCC.CC1(C)CCCC(C)(C)N1.[N:18]1([C:23]2[CH:30]=[CH:29][C:26]([C:27]#[N:28])=[CH:25][CH:24]=2)[CH:22]=[CH:21][CH:20]=[N:19]1.[CH2:31]([Sn:35](Cl)([CH2:40][CH2:41][CH2:42][CH3:43])[CH2:36][CH2:37][CH2:38][CH3:39])[CH2:32][CH2:33][CH3:34]. Product: [CH2:40]([Sn:35]([CH2:31][CH2:32][CH2:33][CH3:34])([CH2:36][CH2:37][CH2:38][CH3:39])[C:22]1[N:18]([C:23]2[CH:30]=[CH:29][C:26]([C:27]#[N:28])=[CH:25][CH:24]=2)[N:19]=[CH:20][CH:21]=1)[CH2:41][CH2:42][CH3:43]. The catalyst class is: 1. (4) Reactant: [CH2:1]([N:8]1[CH2:13][CH2:12][C:11]([NH:16][C:17]2[CH:22]=[CH:21][CH:20]=[CH:19][CH:18]=2)([C:14]#[N:15])[CH2:10][CH2:9]1)[C:2]1[CH:7]=[CH:6][CH:5]=[CH:4][CH:3]=1.S(=O)(=O)(O)[OH:24].[OH-].[Na+]. Product: [CH2:1]([N:8]1[CH2:9][CH2:10][C:11]([NH:16][C:17]2[CH:22]=[CH:21][CH:20]=[CH:19][CH:18]=2)([C:14]([NH2:15])=[O:24])[CH2:12][CH2:13]1)[C:2]1[CH:3]=[CH:4][CH:5]=[CH:6][CH:7]=1. The catalyst class is: 6. (5) Reactant: [C:1]([O:5][C:6]([NH:8][CH:9]([CH2:13][CH:14]=[CH2:15])[C:10]([OH:12])=[O:11])=[O:7])([CH3:4])([CH3:3])[CH3:2].[C:16](=O)([O-])[O-].[K+].[K+].CI. Product: [CH3:16][O:11][C:10](=[O:12])[CH:9]([NH:8][C:6]([O:5][C:1]([CH3:4])([CH3:3])[CH3:2])=[O:7])[CH2:13][CH:14]=[CH2:15]. The catalyst class is: 21. (6) Reactant: C(=O)([O-])[O-].[Cs+].[Cs+].C(P(C(C)(C)C)C(C)(C)C)(C)(C)C.Cl[C:21]1[CH:22]=[CH:23][CH:24]=[C:25]2[C:30]=1[N:29]=[CH:28][N:27]([C:31]1[CH:32]=[C:33]([NH:38][C:39](=[O:51])[C:40]3[CH:45]=[CH:44][CH:43]=[C:42]([C:46]([C:49]#[N:50])([CH3:48])[CH3:47])[CH:41]=3)[CH:34]=[CH:35][C:36]=1[CH3:37])[C:26]2=[O:52].[CH3:53][O:54][CH2:55][CH2:56][NH2:57]. Product: [C:49]([C:46]([CH3:48])([CH3:47])[C:42]1[CH:41]=[C:40]([CH:45]=[CH:44][CH:43]=1)[C:39]([NH:38][C:33]1[CH:34]=[CH:35][C:36]([CH3:37])=[C:31]([N:27]2[C:26](=[O:52])[C:25]3[C:30](=[C:21]([NH:57][CH2:56][CH2:55][O:54][CH3:53])[CH:22]=[CH:23][CH:24]=3)[N:29]=[CH:28]2)[CH:32]=1)=[O:51])#[N:50]. The catalyst class is: 62. (7) Reactant: [Br:1][CH:2]([CH2:6][CH2:7]Br)[C:3](Cl)=[O:4].[NH2:9][C:10]1[CH:22]=[CH:21][C:13]([O:14][CH2:15][C@H:16]([OH:20])[CH2:17][S:18][CH3:19])=[C:12]([O:23][CH3:24])[CH:11]=1.CCN(CC)CC.[OH-].[K+]. Product: [Br:1][CH:2]1[CH2:6][CH2:7][N:9]([C:10]2[CH:22]=[CH:21][C:13]([O:14][CH2:15][C@H:16]([OH:20])[CH2:17][S:18][CH3:19])=[C:12]([O:23][CH3:24])[CH:11]=2)[C:3]1=[O:4]. The catalyst class is: 2. (8) Reactant: C[O:2][CH:3](OC)[C:4]1[N:5]=[CH:6][C:7]2[CH2:13][CH2:12][C:11](=[O:14])[NH:10][C:8]=2[N:9]=1.CC1C=CC(S(O)(=O)=O)=CC=1.O. Product: [O:14]=[C:11]1[NH:10][C:8]2[N:9]=[C:4]([CH:3]=[O:2])[N:5]=[CH:6][C:7]=2[CH2:13][CH2:12]1. The catalyst class is: 283. (9) Reactant: CS(O[CH:6]1[CH2:11][CH2:10][CH:9]([NH:12][C:13]([O:15][C:16]([CH3:19])([CH3:18])[CH3:17])=[O:14])[CH2:8][CH2:7]1)(=O)=O.[F:20][C:21]([F:30])([F:29])[C:22]1[CH:27]=[CH:26][C:25]([SH:28])=[CH:24][CH:23]=1.C([O-])([O-])=O.[K+].[K+]. Product: [F:30][C:21]([F:20])([F:29])[C:22]1[CH:23]=[CH:24][C:25]([S:28][CH:6]2[CH2:7][CH2:8][CH:9]([NH:12][C:13](=[O:14])[O:15][C:16]([CH3:17])([CH3:18])[CH3:19])[CH2:10][CH2:11]2)=[CH:26][CH:27]=1. The catalyst class is: 20. (10) Reactant: [C:1]([O:5][C:6]([NH:8][C:9]1[C:14]([Cl:15])=[CH:13][C:12]([O:16][CH3:17])=[C:11]([O:18][CH2:19][C:20]2[C:25]([O:26][CH3:27])=[CH:24][CH:23]=[C:22]([F:28])[C:21]=2[F:29])[CH:10]=1)=[O:7])([CH3:4])([CH3:3])[CH3:2].[H-].[Na+].Cl[C:33]1[CH:38]=[CH:37][N:36]=[CH:35][C:34]=1[N+:39]([O-])=O.Cl. Product: [NH2:39][C:34]1[CH:35]=[N:36][CH:37]=[CH:38][C:33]=1[N:8]([C:6]([O:5][C:1]([CH3:4])([CH3:2])[CH3:3])=[O:7])[C:9]1[CH:10]=[C:11]([O:18][CH2:19][C:20]2[C:25]([O:26][CH3:27])=[CH:24][CH:23]=[C:22]([F:28])[C:21]=2[F:29])[C:12]([O:16][CH3:17])=[CH:13][C:14]=1[Cl:15]. The catalyst class is: 9.